From a dataset of Forward reaction prediction with 1.9M reactions from USPTO patents (1976-2016). Predict the product of the given reaction. (1) Given the reactants [CH:1]1[C:10]2[C:5](=[CH:6][CH:7]=[CH:8][CH:9]=2)[CH:4]=[CH:3][C:2]=1[OH:11].[CH2:12]([O:15][C:16]1[C:23]([O:24][CH3:25])=[CH:22][C:19]([CH:20]=O)=[CH:18][C:17]=1[Br:26])[CH:13]=[CH2:14].[C:27]([CH2:29][C:30]([O:32][CH2:33][CH3:34])=[O:31])#[N:28].N1CCCCC1, predict the reaction product. The product is: [CH2:33]([O:32][C:30]([C:29]1[CH:20]([C:19]2[CH:22]=[C:23]([O:24][CH3:25])[C:16]([O:15][CH2:12][CH:13]=[CH2:14])=[C:17]([Br:26])[CH:18]=2)[C:3]2[C:2](=[CH:1][C:10]3[CH:9]=[CH:8][CH:7]=[CH:6][C:5]=3[CH:4]=2)[O:11][C:27]=1[NH2:28])=[O:31])[CH3:34]. (2) Given the reactants C(O[BH-](OC(=O)C)OC(=O)C)(=O)C.[Na+].[F:15][C:16]1[CH:17]=[C:18]2[C:22](=[CH:23][C:24]=1[F:25])[NH:21][CH:20]=[C:19]2[CH2:26][CH:27]=O.[CH2:29]([NH:31][CH2:32][CH3:33])[CH3:30], predict the reaction product. The product is: [F:15][C:16]1[CH:17]=[C:18]2[C:22](=[CH:23][C:24]=1[F:25])[NH:21][CH:20]=[C:19]2[CH2:26][CH2:27][N:31]([CH2:32][CH3:33])[CH2:29][CH3:30]. (3) The product is: [CH2:1]([O:5][C:6]1[N:14]=[C:13]2[C:9]([N:10]=[C:11]([O:22][CH3:23])[N:12]2[CH2:15][CH2:16][CH2:17][CH2:18][CH2:19][CH2:20][N:25]2[CH2:30][CH2:29][CH2:28][CH2:27][CH2:26]2)=[C:8]([NH2:24])[N:7]=1)[CH2:2][CH2:3][CH3:4]. Given the reactants [CH2:1]([O:5][C:6]1[N:14]=[C:13]2[C:9]([N:10]=[C:11]([O:22][CH3:23])[N:12]2[CH2:15][CH2:16][CH2:17][CH2:18][CH2:19][CH2:20]Cl)=[C:8]([NH2:24])[N:7]=1)[CH2:2][CH2:3][CH3:4].[NH:25]1[CH2:30][CH2:29][CH2:28][CH2:27][CH2:26]1, predict the reaction product. (4) Given the reactants [Cl:1][C:2]1[CH:7]=[CH:6][CH:5]=[C:4]([Cl:8])[C:3]=1[C:9]1[NH:10][C:11]2[CH:17]=[C:16]([C:18]([NH:20][NH2:21])=[O:19])[CH:15]=[CH:14][C:12]=2[N:13]=1.[CH3:22][O:23][C:24]1[CH:25]=[C:26]([N:30]=[C:31]=S)[CH:27]=[CH:28][CH:29]=1.CCN=C=NCCCN(C)C.CCOC(C)=O, predict the reaction product. The product is: [Cl:1][C:2]1[CH:7]=[CH:6][CH:5]=[C:4]([Cl:8])[C:3]=1[C:9]1[NH:10][C:11]2[CH:17]=[C:16]([C:18]3[O:19][C:31]([NH:30][C:26]4[CH:27]=[CH:28][CH:29]=[C:24]([O:23][CH3:22])[CH:25]=4)=[N:21][N:20]=3)[CH:15]=[CH:14][C:12]=2[N:13]=1. (5) Given the reactants [CH:1]1([C:7]2([CH:17]3[CH2:22][CH2:21][CH2:20][CH2:19][CH2:18]3)[CH:11]3[CH2:12][NH:13][CH2:14][CH2:15][N:10]3[C:9](=[O:16])[O:8]2)[CH2:6][CH2:5][CH2:4][CH2:3][CH2:2]1.[F:23][C:24]1[CH:29]=[C:28]([F:30])[CH:27]=[CH:26][C:25]=1[N:31]=[C:32]=[O:33], predict the reaction product. The product is: [CH:17]1([C:7]2([CH:1]3[CH2:6][CH2:5][CH2:4][CH2:3][CH2:2]3)[CH:11]3[CH2:12][N:13]([C:32]([NH:31][C:25]4[CH:26]=[CH:27][C:28]([F:30])=[CH:29][C:24]=4[F:23])=[O:33])[CH2:14][CH2:15][N:10]3[C:9](=[O:16])[O:8]2)[CH2:18][CH2:19][CH2:20][CH2:21][CH2:22]1. (6) Given the reactants [CH2:1]([C:4]1[CH:5]=[C:6]([NH2:11])[C:7]([NH2:10])=[CH:8][CH:9]=1)[CH2:2][CH3:3].S(=O)(O)[O-].[Na+].[NH:17]1[C:25]2[C:20](=[CH:21][CH:22]=[CH:23][CH:24]=2)[C:19]([CH:26]=O)=[N:18]1, predict the reaction product. The product is: [CH2:1]([C:4]1[CH:9]=[CH:8][C:7]2[NH:10][C:26]([C:19]3[C:20]4[C:25](=[CH:24][CH:23]=[CH:22][CH:21]=4)[NH:17][N:18]=3)=[N:11][C:6]=2[CH:5]=1)[CH2:2][CH3:3].